Dataset: Forward reaction prediction with 1.9M reactions from USPTO patents (1976-2016). Task: Predict the product of the given reaction. (1) The product is: [CH2:54]([O:53][C:49](=[O:52])[CH2:50][CH2:51][N:13]1[C:12](=[O:22])[C:11]2([CH2:10][CH2:9][N:8]([C:6](=[O:7])[C:5]3[CH:25]=[C:26]([C:28]([F:31])([F:30])[F:29])[CH:27]=[C:3]([C:2]([F:1])([F:32])[F:33])[CH:4]=3)[CH2:24][CH2:23]2)[N:15]([C:16]2[CH:17]=[CH:18][CH:19]=[CH:20][CH:21]=2)[CH2:14]1)[CH3:55]. Given the reactants [F:1][C:2]([F:33])([F:32])[C:3]1[CH:4]=[C:5]([CH:25]=[C:26]([C:28]([F:31])([F:30])[F:29])[CH:27]=1)[C:6]([N:8]1[CH2:24][CH2:23][C:11]2([N:15]([C:16]3[CH:21]=[CH:20][CH:19]=[CH:18][CH:17]=3)[CH2:14][NH:13][C:12]2=[O:22])[CH2:10][CH2:9]1)=[O:7].[F-].[Cs+].C(O[Si](OCC)(OCC)OCC)C.[C:49]([O:53][CH2:54][CH3:55])(=[O:52])[CH:50]=[CH2:51], predict the reaction product. (2) Given the reactants [Cl:1][C:2]1[CH:3]=[CH:4][C:5]2[C:11]3[N:12](CC4C=CC(OC)=CC=4OC)[C:13](=[O:21])[C:14]([C:17]([O:19]C)=[O:18])=[C:15]([OH:16])[C:10]=3[CH2:9][CH2:8][N:7](C(OCC3C=CC=CC=3)=O)[C:6]=2[CH:43]=1.CC([O-])(C)C.[Na+].C1(C)C=CC=CC=1.[CH3:57][N:58]([CH3:64])[CH:59]1[CH2:63][CH2:62][NH:61][CH2:60]1, predict the reaction product. The product is: [ClH:1].[CH3:57][N:58]([CH3:64])[CH:59]1[CH2:63][CH2:62][N:61]([C:2]2[CH:3]=[CH:4][C:5]3[C:11]4[NH:12][C:13](=[O:21])[C:14]([C:17]([OH:19])=[O:18])=[C:15]([OH:16])[C:10]=4[CH2:9][CH2:8][NH:7][C:6]=3[CH:43]=2)[CH2:60]1. (3) The product is: [N:22]1[CH:23]=[CH:24][C:25]([CH2:28][CH2:29][NH:30][S:31]([C:34]2[S:35][C:36]([C:21]#[C:20][C:19]3[CH:18]=[N:17][N:11]4[C:12]([CH:14]5[CH2:16][CH2:15]5)=[CH:13][C:8]([C:5]5[CH:6]=[CH:7][C:2]([Cl:1])=[CH:3][CH:4]=5)=[N:9][C:10]=34)=[CH:37][CH:38]=2)(=[O:33])=[O:32])=[CH:26][CH:27]=1. Given the reactants [Cl:1][C:2]1[CH:7]=[CH:6][C:5]([C:8]2[CH:13]=[C:12]([CH:14]3[CH2:16][CH2:15]3)[N:11]3[N:17]=[CH:18][C:19]([C:20]#[CH:21])=[C:10]3[N:9]=2)=[CH:4][CH:3]=1.[N:22]1[CH:27]=[CH:26][C:25]([CH2:28][CH2:29][NH:30][S:31]([C:34]2[S:35][C:36](Br)=[CH:37][CH:38]=2)(=[O:33])=[O:32])=[CH:24][CH:23]=1, predict the reaction product. (4) Given the reactants C(N(CC)C(C)C)(C)C.[Cl:10][C:11]1[CH:19]=[CH:18][C:14]([C:15](Cl)=[O:16])=[CH:13][CH:12]=1.[C:20]([O:24][C:25]([NH:27][C:28]([NH:37][C@@H:38]1[CH2:43][CH2:42][CH2:41][CH2:40][C@@H:39]1[NH:44][C:45]1[C:54]2[C:49](=[CH:50][CH:51]=[C:52]([O:55][CH3:56])[CH:53]=2)[N:48]=[C:47]([NH2:57])[N:46]=1)=[N:29][C:30]([O:32][C:33]([CH3:36])([CH3:35])[CH3:34])=[O:31])=[O:26])([CH3:23])([CH3:22])[CH3:21].O, predict the reaction product. The product is: [C:33]([O:32][C:30]([NH:29][C:28]([NH:37][C@@H:38]1[CH2:43][CH2:42][CH2:41][CH2:40][C@@H:39]1[NH:44][C:45]1[C:54]2[C:49](=[CH:50][CH:51]=[C:52]([O:55][CH3:56])[CH:53]=2)[N:48]=[C:47]([NH:57][C:15](=[O:16])[C:14]2[CH:18]=[CH:19][C:11]([Cl:10])=[CH:12][CH:13]=2)[N:46]=1)=[N:27][C:25]([O:24][C:20]([CH3:23])([CH3:22])[CH3:21])=[O:26])=[O:31])([CH3:34])([CH3:35])[CH3:36]. (5) The product is: [NH2:9][C:10]1[CH:17]=[CH:16][CH:15]=[C:14]([O:8][CH:1]2[CH2:7][CH2:6][CH2:5][CH2:4][CH2:3][CH2:2]2)[C:11]=1[C:12]#[N:13]. Given the reactants [CH:1]1([OH:8])[CH2:7][CH2:6][CH2:5][CH2:4][CH2:3][CH2:2]1.[NH2:9][C:10]1[CH:17]=[CH:16][CH:15]=[C:14](F)[C:11]=1[C:12]#[N:13], predict the reaction product.